From a dataset of Reaction yield outcomes from USPTO patents with 853,638 reactions. Predict the reaction yield, written as a fraction of the theoretical maximum amount of product (1.0 means a 100% yield; for example, 0.34 means a 34% yield). (1) The reactants are [CH3:1][O:2][C:3]1[CH:4]=[CH:5][C:6]2[N:10]=[C:9]([S:11]([CH2:13][C:14]3[C:19]([CH3:20])=[C:18]([O:21][CH3:22])[C:17]([CH3:23])=[CH:16][N:15]=3)=[O:12])[N:8](COC(=O)[C@H](C3C=CC=CC=3)O)[C:7]=2[CH:36]=1.[OH-].[Na+].C(OC)=O. The catalyst is CO.O. The product is [CH3:1][O:2][C:3]1[CH:4]=[CH:5][C:6]2[NH:10][C:9]([S:11]([CH2:13][C:14]3[C:19]([CH3:20])=[C:18]([O:21][CH3:22])[C:17]([CH3:23])=[CH:16][N:15]=3)=[O:12])=[N:8][C:7]=2[CH:36]=1. The yield is 0.810. (2) The reactants are [Br:1][C:2]1[CH:10]=[C:6]([C:7]([OH:9])=O)[C:5]([OH:11])=[CH:4][CH:3]=1.[N:12]1([C:17]2[CH:23]=[CH:22][C:21]([C:24]([F:27])([F:26])[F:25])=[CH:20][C:18]=2[NH2:19])[CH2:16][CH2:15][CH2:14][CH2:13]1. No catalyst specified. The product is [Br:1][C:2]1[CH:3]=[CH:4][C:5]([OH:11])=[C:6]([CH:10]=1)[C:7]([NH:19][C:18]1[CH:20]=[C:21]([C:24]([F:25])([F:26])[F:27])[CH:22]=[CH:23][C:17]=1[N:12]1[CH2:16][CH2:15][CH2:14][CH2:13]1)=[O:9]. The yield is 0.445. (3) The reactants are [F:1][C:2]1[CH:24]=[CH:23][C:5]([O:6][C:7]2[CH:8]=[C:9]3[C:13](=[CH:14][C:15]=2[C:16]([NH2:18])=[O:17])[N:12]([CH2:19][CH:20]([CH3:22])[CH3:21])[N:11]=[CH:10]3)=[CH:4][CH:3]=1.C(N1C=CN=C1)(N1C=CN=C1)=O.[N:37]1([CH2:43][CH2:44]N)[CH2:42][CH2:41][CH2:40][CH2:39][CH2:38]1. The catalyst is C1COCC1. The product is [N:37]1([CH2:43][CH2:44][NH:18][C:16]([C:15]2[CH:14]=[C:13]3[C:9]([CH:10]=[N:11][N:12]3[CH2:19][CH:20]([CH3:22])[CH3:21])=[CH:8][C:7]=2[O:6][C:5]2[CH:23]=[CH:24][C:2]([F:1])=[CH:3][CH:4]=2)=[O:17])[CH2:42][CH2:41][CH2:40][CH2:39][CH2:38]1. The yield is 1.00. (4) The reactants are [SH:1][C:2]1[NH:3][CH:4]=[CH:5][N:6]=1.Cl[C:8]1[C:13]([Cl:14])=[CH:12][CH:11]=[CH:10][C:9]=1[N+:15]([O-:17])=[O:16].C(=O)([O-])[O-].[K+].[K+]. The catalyst is C(#N)C. The product is [Cl:14][C:13]1[CH:12]=[CH:11][CH:10]=[C:9]([N+:15]([O-:17])=[O:16])[C:8]=1[S:1][C:2]1[NH:3][CH:4]=[CH:5][N:6]=1. The yield is 0.940.